Dataset: Full USPTO retrosynthesis dataset with 1.9M reactions from patents (1976-2016). Task: Predict the reactants needed to synthesize the given product. (1) Given the product [Cl:12][C:11]1[N:10]=[CH:9][N:8]=[C:7]2[NH:14][N:15]=[C:4]([CH:1]3[CH2:3][CH2:2]3)[C:6]=12, predict the reactants needed to synthesize it. The reactants are: [CH:1]1([C:4]([C:6]2[C:7](Cl)=[N:8][CH:9]=[N:10][C:11]=2[Cl:12])=O)[CH2:3][CH2:2]1.[NH2:14][NH2:15]. (2) Given the product [Cl:1][C:2]1[C:8]([F:9])=[C:7]([CH:38]2[CH2:39][CH2:34]2)[C:6]([CH3:11])=[C:5]([F:12])[C:3]=1[NH2:4], predict the reactants needed to synthesize it. The reactants are: [Cl:1][C:2]1[C:8]([F:9])=[C:7](Br)[C:6]([CH3:11])=[C:5]([F:12])[C:3]=1[NH2:4].P([O-])([O-])([O-])=O.[K+].[K+].[K+].C1(P([CH:34]2[CH2:39][CH2:38]CCC2)C2CCCCC2)CCCCC1. (3) Given the product [Si:1]([O:8][CH:9]1[CH:14]([OH:15])[CH2:13][CH:12]([C:16]2[CH:21]=[CH:20][N:19]=[CH:18][C:17]=2[N+:22]([O-:24])=[O:23])[O:11][CH:10]1[CH3:25])([C:4]([CH3:7])([CH3:5])[CH3:6])([CH3:3])[CH3:2], predict the reactants needed to synthesize it. The reactants are: [Si:1]([O:8][CH:9]1[C:14](=[O:15])[CH2:13][CH:12]([C:16]2[CH:21]=[CH:20][N:19]=[CH:18][C:17]=2[N+:22]([O-:24])=[O:23])[O:11][CH:10]1[CH3:25])([C:4]([CH3:7])([CH3:6])[CH3:5])([CH3:3])[CH3:2].[BH4-].[Na+]. (4) Given the product [CH2:1]([O:3][C:4](=[O:18])[CH:5]([O:15][CH2:16][CH3:17])[CH2:6][C:7]1[CH:12]=[CH:11][C:10]([O:13][CH2:20][C:21]2[N:22]=[C:23]([C:27]3[CH:32]=[C:31]([Cl:33])[CH:30]=[C:29]([Cl:34])[CH:28]=3)[O:24][C:25]=2[CH3:26])=[CH:9][C:8]=1[CH3:14])[CH3:2], predict the reactants needed to synthesize it. The reactants are: [CH2:1]([O:3][C:4](=[O:18])[CH:5]([O:15][CH2:16][CH3:17])[CH2:6][C:7]1[CH:12]=[CH:11][C:10]([OH:13])=[CH:9][C:8]=1[CH3:14])[CH3:2].Cl[CH2:20][C:21]1[N:22]=[C:23]([C:27]2[CH:32]=[C:31]([Cl:33])[CH:30]=[C:29]([Cl:34])[CH:28]=2)[O:24][C:25]=1[CH3:26].ClC1C=C(C=C(Cl)C=1)C=O.O=P(Cl)(Cl)Cl.C(=O)([O-])[O-].[Cs+].[Cs+].[I-].[K+]. (5) The reactants are: [CH3:1][N:2]1[C:6]([N+:7]([O-])=O)=[CH:5][CH:4]=[C:3]1[C:10]#[N:11].C(OCC)(=O)C.[H][H]. Given the product [NH2:7][C:6]1[N:2]([CH3:1])[C:3]([C:10]#[N:11])=[CH:4][CH:5]=1, predict the reactants needed to synthesize it. (6) Given the product [Cl:39][C:29]1[CH:28]=[CH:27][C:26]([CH2:25][NH:24][C:21]([C:10]2[CH:9]=[C:8]([C:5]3[CH:6]=[CH:7][C:2]([CH3:1])=[CH:3][CH:4]=3)[CH:13]=[C:12]([C:14]([N:16]3[CH2:20][CH2:19][CH2:18][CH2:17]3)=[O:15])[CH:11]=2)=[O:22])=[CH:31][C:30]=1[S:32](=[O:34])(=[O:33])[NH:35][CH:36]1[CH2:37][CH2:38]1, predict the reactants needed to synthesize it. The reactants are: [CH3:1][C:2]1[CH:7]=[CH:6][C:5]([C:8]2[CH:13]=[C:12]([C:14]([N:16]3[CH2:20][CH2:19][CH2:18][CH2:17]3)=[O:15])[CH:11]=[C:10]([C:21](O)=[O:22])[CH:9]=2)=[CH:4][CH:3]=1.[NH2:24][CH2:25][C:26]1[CH:27]=[CH:28][C:29]([Cl:39])=[C:30]([S:32]([NH:35][CH:36]2[CH2:38][CH2:37]2)(=[O:34])=[O:33])[CH:31]=1.F[P-](F)(F)(F)(F)F.C[N+](C)=C(N(C)C)ON1C2N=CC=CC=2N=N1.C(N(CC)C(C)C)(C)C. (7) Given the product [F:25][C:26]1[CH:34]=[CH:33][C:29]([C:30]([N:56]([C@@:46]([CH3:45])([CH:53]([CH3:54])[CH3:55])[CH2:47][N:48]2[CH2:49][CH:50]([OH:52])[CH2:51]2)[CH3:57])=[O:32])=[CH:28][C:27]=1[CH3:35], predict the reactants needed to synthesize it. The reactants are: CN(C(ON1N=NC2C=CC=NC1=2)=[N+](C)C)C.F[P-](F)(F)(F)(F)F.[F:25][C:26]1[CH:34]=[CH:33][C:29]([C:30]([OH:32])=O)=[CH:28][C:27]=1[CH3:35].CCN(C(C)C)C(C)C.[CH3:45][C@:46]([NH:56][CH3:57])([CH:53]([CH3:55])[CH3:54])[CH2:47][N:48]1[CH2:51][CH:50]([OH:52])[CH2:49]1.[OH-].[K+].